Dataset: Full USPTO retrosynthesis dataset with 1.9M reactions from patents (1976-2016). Task: Predict the reactants needed to synthesize the given product. (1) Given the product [CH2:11]([C:10]1[C:3]2[C:4](=[N:5][CH:6]=[CH:7][C:2]=2[C:20]2[CH:19]=[N:18][C:27]3[C:22]([CH:21]=2)=[CH:23][CH:24]=[CH:25][CH:26]=3)[NH:8][N:9]=1)[CH3:12], predict the reactants needed to synthesize it. The reactants are: Cl[C:2]1[CH:7]=[CH:6][N:5]=[C:4]2[N:8](C(OCC)C)[N:9]=[C:10]([CH2:11][CH3:12])[C:3]=12.[N:18]1[C:27]2[C:22](=[CH:23][CH:24]=[CH:25][CH:26]=2)[CH:21]=[C:20](B(O)O)[CH:19]=1.C(=O)([O-])[O-].[Na+].[Na+].C(OCC)(=O)C. (2) Given the product [CH3:1][O:2][C:3]([C:5]1[CH:10]=[CH:9][N:8]=[CH:7][C:6]=1[S:22][CH2:21][CH2:20][C:19]([F:30])([F:18])[C:23]1[CH:28]=[CH:27][C:26]([F:29])=[CH:25][CH:24]=1)=[O:4], predict the reactants needed to synthesize it. The reactants are: [CH3:1][O:2][C:3]([C:5]1[CH:10]=[CH:9][N:8]=[CH:7][C:6]=1Cl)=[O:4].C(=O)([O-])[O-].[Cs+].[Cs+].[F:18][C:19]([F:30])([C:23]1[CH:28]=[CH:27][C:26]([F:29])=[CH:25][CH:24]=1)[CH2:20][CH2:21][SH:22]. (3) Given the product [CH:28]([OH:30])=[O:29].[NH2:17][C:10]1[CH2:11][O:12][CH2:13][C:14]([F:15])([F:16])[C@:8]([C:6]2[CH:7]=[C:2]([NH:1][C:28]([C:25]3[CH:24]=[N:23][C:22]([S:21][CH3:20])=[CH:27][N:26]=3)=[O:29])[CH:3]=[CH:4][C:5]=2[F:19])([CH3:18])[N:9]=1, predict the reactants needed to synthesize it. The reactants are: [NH2:1][C:2]1[CH:3]=[CH:4][C:5]([F:19])=[C:6]([C@:8]2([CH3:18])[C:14]([F:16])([F:15])[CH2:13][O:12][CH2:11][C:10]([NH2:17])=[N:9]2)[CH:7]=1.[CH3:20][S:21][C:22]1[N:23]=[CH:24][C:25]([C:28]([OH:30])=[O:29])=[N:26][CH:27]=1. (4) Given the product [CH2:7]([O:9][P:10]([CH2:15][S:2][CH2:3][C:4]([OH:6])=[O:5])([O:11][CH2:12][CH3:13])=[O:14])[CH3:8], predict the reactants needed to synthesize it. The reactants are: [Na+].[SH:2][CH2:3][C:4]([O-:6])=[O:5].[CH2:7]([O:9][P:10]([CH2:15]I)(=[O:14])[O:11][CH2:12][CH3:13])[CH3:8].C([O-])([O-])=O.[Na+].[Na+]. (5) Given the product [O:1]([C:9]1[CH:14]=[CH:13][C:12]([C:15]([C:20]2[CH:25]=[CH:24][C:23](/[CH:26]=[CH:27]/[CH:28]([OH:33])[C:29]([CH3:32])([CH3:31])[CH3:30])=[C:22]([CH3:34])[CH:21]=2)([CH2:16][CH3:17])[CH2:18][CH3:19])=[CH:11][C:10]=1[CH3:35])[Si:2]([C:5]([CH3:6])([CH3:7])[CH3:8])([CH3:3])[CH3:4], predict the reactants needed to synthesize it. The reactants are: [O:1]([C:9]1[CH:14]=[CH:13][C:12]([C:15]([C:20]2[CH:25]=[CH:24][C:23]([C:26]#[C:27][CH:28]([OH:33])[C:29]([CH3:32])([CH3:31])[CH3:30])=[C:22]([CH3:34])[CH:21]=2)([CH2:18][CH3:19])[CH2:16][CH3:17])=[CH:11][C:10]=1[CH3:35])[Si:2]([C:5]([CH3:8])([CH3:7])[CH3:6])([CH3:4])[CH3:3].[H-].[H-].[H-].[H-].[Li+].[Al+3].